The task is: Predict the product of the given reaction.. This data is from Forward reaction prediction with 1.9M reactions from USPTO patents (1976-2016). Given the reactants [CH2:1]([O:8][C:9](=[O:31])[NH:10][C@H:11]1[C:17](=[O:18])[NH:16][C:15]2[CH:19]=[CH:20][C:21]([N:23]3[CH2:27][CH:26]([CH2:28][OH:29])[O:25][C:24]3=[O:30])=[CH:22][C:14]=2[CH2:13][CH2:12]1)[C:2]1[CH:7]=[CH:6][CH:5]=[CH:4][CH:3]=1.C(N(CC)CC)C.[CH3:39][S:40](Cl)(=[O:42])=[O:41], predict the reaction product. The product is: [CH2:1]([O:8][C:9]([NH:10][CH:11]1[C:17](=[O:18])[NH:16][C:15]2[CH:19]=[CH:20][C:21]([N:23]3[CH2:27][C@H:26]([CH2:28][O:29][S:40]([CH3:39])(=[O:42])=[O:41])[O:25][C:24]3=[O:30])=[CH:22][C:14]=2[CH2:13][CH2:12]1)=[O:31])[C:2]1[CH:3]=[CH:4][CH:5]=[CH:6][CH:7]=1.